This data is from Reaction yield outcomes from USPTO patents with 853,638 reactions. The task is: Predict the reaction yield, written as a fraction of the theoretical maximum amount of product (1.0 means a 100% yield; for example, 0.34 means a 34% yield). (1) The reactants are C(OC(=O)[NH:7][C:8]1[CH:13]=[CH:12][C:11]([OH:14])=[C:10]([C:15]2[O:19][N:18]=[C:17]([C:20]3[C:25]([CH3:26])=[CH:24][CH:23]=[CH:22][N:21]=3)[N:16]=2)[CH:9]=1)(C)(C)C.C(O)(C(F)(F)F)=O. No catalyst specified. The product is [NH2:7][C:8]1[CH:13]=[CH:12][C:11]([OH:14])=[C:10]([C:15]2[O:19][N:18]=[C:17]([C:20]3[C:25]([CH3:26])=[CH:24][CH:23]=[CH:22][N:21]=3)[N:16]=2)[CH:9]=1. The yield is 1.00. (2) The reactants are [CH:1]1([OH:5])[CH2:4][CH2:3][CH2:2]1.[H-].[Na+].[Cl:8][C:9]1[CH:14]=[C:13](F)[CH:12]=[CH:11][N:10]=1. The catalyst is CN(C=O)C.C([O-])(O)=O.[Na+].O. The product is [Cl:8][C:9]1[CH:14]=[C:13]([O:5][CH:1]2[CH2:4][CH2:3][CH2:2]2)[CH:12]=[CH:11][N:10]=1. The yield is 0.820. (3) The reactants are [CH3:1][O:2][C:3]1[CH:8]=[C:7](F)[CH:6]=[CH:5][C:4]=1[N+:10]([O-:12])=[O:11].C([O-])([O-])=O.[K+].[K+].CS(C)=O.[CH3:23][CH:24]([C@H:26]1[CH2:31][NH:30][CH2:29][CH2:28][N:27]1[C:32]([O:34][C:35]([CH3:38])([CH3:37])[CH3:36])=[O:33])[CH3:25]. The catalyst is C1COCC1.CCOC(C)=O.O. The product is [CH3:25][CH:24]([C@H:26]1[CH2:31][N:30]([C:7]2[CH:6]=[CH:5][C:4]([N+:10]([O-:12])=[O:11])=[C:3]([O:2][CH3:1])[CH:8]=2)[CH2:29][CH2:28][N:27]1[C:32]([O:34][C:35]([CH3:37])([CH3:36])[CH3:38])=[O:33])[CH3:23]. The yield is 0.600. (4) The reactants are [NH2:1][C:2]1[N:3]=[N:4][C:5]([Cl:8])=[CH:6][CH:7]=1.Cl[CH2:10][CH:11]=O.C(=O)(O)[O-].[Na+]. The catalyst is C(O)CCC. The product is [Cl:8][C:5]1[CH:6]=[CH:7][C:2]2[N:3]([CH:10]=[CH:11][N:1]=2)[N:4]=1. The yield is 0.700. (5) The reactants are [Cl:1][C:2]1[N:7]=[C:6]([CH2:8][C:9]([C:11]2[CH:16]=[CH:15][C:14]([F:17])=[CH:13][CH:12]=2)=O)[CH:5]=[CH:4][CH:3]=1.Cl.[NH2:19][OH:20].[OH-].[Na+]. The catalyst is CO. The product is [Cl:1][C:2]1[N:7]=[C:6]([CH2:8][C:9]([C:11]2[CH:16]=[CH:15][C:14]([F:17])=[CH:13][CH:12]=2)=[N:19][OH:20])[CH:5]=[CH:4][CH:3]=1. The yield is 0.860.